From a dataset of Full USPTO retrosynthesis dataset with 1.9M reactions from patents (1976-2016). Predict the reactants needed to synthesize the given product. Given the product [CH2:36]([O:22][C:21](=[O:23])[CH2:20][NH:19][C:17]1[CH:16]=[CH:15][CH:14]=[C:13]([CH:12]([CH2:11][C:10]2[CH:9]=[CH:8][C:7]([N:2]3[CH:6]=[CH:5][CH:4]=[N:3]3)=[CH:35][CH:34]=2)[NH:24][S:25]([C:28]2[CH:29]=[N:30][CH:31]=[CH:32][CH:33]=2)(=[O:27])=[O:26])[N:18]=1)[CH3:37], predict the reactants needed to synthesize it. The reactants are: Cl.[N:2]1([C:7]2[CH:35]=[CH:34][C:10]([CH2:11][CH:12]([NH:24][S:25]([C:28]3[CH:29]=[N:30][CH:31]=[CH:32][CH:33]=3)(=[O:27])=[O:26])[C:13]3[N:18]=[C:17]([NH:19][CH2:20][C:21]([OH:23])=[O:22])[CH:16]=[CH:15][CH:14]=3)=[CH:9][CH:8]=2)[CH:6]=[CH:5][CH:4]=[N:3]1.[C:36](OC(=O)CN(C(OC(C)(C)C)=O)C1C=CC=C(C(S(C2C=CC=CN=2)(=O)=O)NCC2C=CC(C3SC=CN=3)=CC=2)N=1)(C)(C)[CH3:37].